From a dataset of NCI-60 drug combinations with 297,098 pairs across 59 cell lines. Regression. Given two drug SMILES strings and cell line genomic features, predict the synergy score measuring deviation from expected non-interaction effect. (1) Drug 1: CS(=O)(=O)C1=CC(=C(C=C1)C(=O)NC2=CC(=C(C=C2)Cl)C3=CC=CC=N3)Cl. Drug 2: CC(C)(C#N)C1=CC(=CC(=C1)CN2C=NC=N2)C(C)(C)C#N. Cell line: HOP-92. Synergy scores: CSS=10.3, Synergy_ZIP=-1.49, Synergy_Bliss=5.55, Synergy_Loewe=5.74, Synergy_HSA=5.28. (2) Drug 1: CC1=CC=C(C=C1)C2=CC(=NN2C3=CC=C(C=C3)S(=O)(=O)N)C(F)(F)F. Drug 2: CCC1(CC2CC(C3=C(CCN(C2)C1)C4=CC=CC=C4N3)(C5=C(C=C6C(=C5)C78CCN9C7C(C=CC9)(C(C(C8N6C)(C(=O)OC)O)OC(=O)C)CC)OC)C(=O)OC)O.OS(=O)(=O)O. Cell line: IGROV1. Synergy scores: CSS=-3.68, Synergy_ZIP=0.899, Synergy_Bliss=-0.888, Synergy_Loewe=-11.3, Synergy_HSA=-5.27. (3) Drug 1: C1=CN(C=N1)CC(O)(P(=O)(O)O)P(=O)(O)O. Drug 2: CS(=O)(=O)OCCCCOS(=O)(=O)C. Cell line: MALME-3M. Synergy scores: CSS=3.86, Synergy_ZIP=-5.45, Synergy_Bliss=-8.30, Synergy_Loewe=-4.36, Synergy_HSA=-5.58. (4) Drug 1: CC12CCC3C(C1CCC2O)C(CC4=C3C=CC(=C4)O)CCCCCCCCCS(=O)CCCC(C(F)(F)F)(F)F. Drug 2: CN(C(=O)NC(C=O)C(C(C(CO)O)O)O)N=O. Cell line: UACC-257. Synergy scores: CSS=-2.96, Synergy_ZIP=2.26, Synergy_Bliss=0.721, Synergy_Loewe=-3.31, Synergy_HSA=-2.97. (5) Drug 1: C1=CC(=C2C(=C1NCCNCCO)C(=O)C3=C(C=CC(=C3C2=O)O)O)NCCNCCO. Drug 2: CC1=C2C(C(=O)C3(C(CC4C(C3C(C(C2(C)C)(CC1OC(=O)C(C(C5=CC=CC=C5)NC(=O)C6=CC=CC=C6)O)O)OC(=O)C7=CC=CC=C7)(CO4)OC(=O)C)O)C)OC(=O)C. Cell line: NCIH23. Synergy scores: CSS=71.5, Synergy_ZIP=3.83, Synergy_Bliss=4.11, Synergy_Loewe=4.12, Synergy_HSA=6.56.